From a dataset of Experimentally validated miRNA-target interactions with 360,000+ pairs, plus equal number of negative samples. Binary Classification. Given a miRNA mature sequence and a target amino acid sequence, predict their likelihood of interaction. (1) The miRNA is hsa-miR-362-5p with sequence AAUCCUUGGAACCUAGGUGUGAGU. The protein sequence of the target gene is MFGADGRPAIGTAAGKSWHFSRTMEELVHDLVSALEESSEQARGGFAETGEHSRNLSCPLKRQARKRRGRKRRSYNVHHPWETGHCLSEGSDSSLEEPSKDYREKHSNNKKDRSDSDDQMLVAKRRPSSNLSSSVRGKRLLWHESDFAVDSLGNRTLRRRRKVKRMAVDLPQDVSSKRTMTQLPEGCRDQDMDNDRASQYPEFTRKKVKKRKLKGIRPGPKTQEEGGVLESEERSQPNKDRMEYEEQKASDELRSESDTSSLSSTDAGLFTNDEGRQGDDEQSDWFYEKESGGACGIAGV.... Result: 0 (no interaction). (2) The miRNA is mmu-miR-326-3p with sequence CCUCUGGGCCCUUCCUCCAGU. The protein sequence of the target gene is MGLCLRWRRLGFPLPEFRRCELHTVREASAPTPPHWLAERFGLFEELWTAHVKKLASMTQKKARAIKISLPEGQKVDAVAWNTTPYQLAHQISVTLADTAVAAEVNGELYDLDRPLETDCHLRFLTFDSPEGKAVFWHSSAHVLGAAAEQQLGAVLCRGPSTESGFYHDFFLGKERTVRSAELPILERICQELIAAAQPFRRLEASRDQLRQLFKDNHFKLHLIEEKVTGPTATVYGCGMSVDLCRGPHLRHTGQIGALKLLTNSSALWRSLGAPETLQRVSGISFPKVELLRNWEARRE.... Result: 1 (interaction).